This data is from NCI-60 drug combinations with 297,098 pairs across 59 cell lines. The task is: Regression. Given two drug SMILES strings and cell line genomic features, predict the synergy score measuring deviation from expected non-interaction effect. Drug 1: CC12CCC(CC1=CCC3C2CCC4(C3CC=C4C5=CN=CC=C5)C)O. Drug 2: C1=CC(=CC=C1CCC2=CNC3=C2C(=O)NC(=N3)N)C(=O)NC(CCC(=O)O)C(=O)O. Cell line: U251. Synergy scores: CSS=30.2, Synergy_ZIP=-3.05, Synergy_Bliss=-4.85, Synergy_Loewe=-16.7, Synergy_HSA=-2.86.